Dataset: Peptide-MHC class II binding affinity with 134,281 pairs from IEDB. Task: Regression. Given a peptide amino acid sequence and an MHC pseudo amino acid sequence, predict their binding affinity value. This is MHC class II binding data. (1) The peptide sequence is TTAAGAASGAATVAA. The MHC is HLA-DPA10301-DPB10402 with pseudo-sequence HLA-DPA10301-DPB10402. The binding affinity (normalized) is 0.129. (2) The peptide sequence is LSFAAALNGLAGPLH. The MHC is DRB1_1201 with pseudo-sequence DRB1_1201. The binding affinity (normalized) is 0.214. (3) The peptide sequence is HIDLLVGSATLCSALYVGDL. The MHC is DRB1_0101 with pseudo-sequence DRB1_0101. The binding affinity (normalized) is 0.827. (4) The peptide sequence is EKKYFAATQFEPLKA. The MHC is HLA-DPA10103-DPB10401 with pseudo-sequence HLA-DPA10103-DPB10401. The binding affinity (normalized) is 1.00. (5) The peptide sequence is AGELELQFRRVKSKYPEGTK. The MHC is DRB3_0202 with pseudo-sequence DRB3_0202. The binding affinity (normalized) is 0.0683. (6) The peptide sequence is KFTQFAGKDLESIKG. The binding affinity (normalized) is 0.476. The MHC is DRB1_1101 with pseudo-sequence DRB1_1101. (7) The peptide sequence is YDKFLGNVSTVLTGK. The MHC is DRB1_1101 with pseudo-sequence DRB1_1101. The binding affinity (normalized) is 0.526.